From a dataset of NCI-60 drug combinations with 297,098 pairs across 59 cell lines. Regression. Given two drug SMILES strings and cell line genomic features, predict the synergy score measuring deviation from expected non-interaction effect. (1) Drug 2: C1=NC(=NC(=O)N1C2C(C(C(O2)CO)O)O)N. Synergy scores: CSS=4.18, Synergy_ZIP=2.22, Synergy_Bliss=3.82, Synergy_Loewe=-6.52, Synergy_HSA=-3.06. Cell line: NCI-H226. Drug 1: C1CCN(CC1)CCOC2=CC=C(C=C2)C(=O)C3=C(SC4=C3C=CC(=C4)O)C5=CC=C(C=C5)O. (2) Drug 1: CN(C)N=NC1=C(NC=N1)C(=O)N. Drug 2: C1CC(C1)(C(=O)O)C(=O)O.[NH2-].[NH2-].[Pt+2]. Cell line: SNB-19. Synergy scores: CSS=31.2, Synergy_ZIP=-9.03, Synergy_Bliss=-2.62, Synergy_Loewe=-21.1, Synergy_HSA=-4.01.